Dataset: Reaction yield outcomes from USPTO patents with 853,638 reactions. Task: Predict the reaction yield, written as a fraction of the theoretical maximum amount of product (1.0 means a 100% yield; for example, 0.34 means a 34% yield). (1) The reactants are [CH2:1]([S:3][C:4]1[NH:9][C:8](=[O:10])[CH:7]=[C:6]([CH3:11])[N:5]=1)[CH3:2].Br[CH2:13][C:14]1[CH:19]=[CH:18][C:17]([C:20]2[C:21]([C:26]#[N:27])=[CH:22][CH:23]=[CH:24][CH:25]=2)=[CH:16][CH:15]=1.C(=O)([O-])[O-].[K+].[K+]. The catalyst is C(#N)C. The product is [CH2:1]([S:3][C:4]1[N:9]([CH2:13][C:14]2[CH:15]=[CH:16][C:17]([C:20]3[C:21]([C:26]#[N:27])=[CH:22][CH:23]=[CH:24][CH:25]=3)=[CH:18][CH:19]=2)[C:8](=[O:10])[CH:7]=[C:6]([CH3:11])[N:5]=1)[CH3:2]. The yield is 0.300. (2) The reactants are [CH2:1]([N:3]([S:9]([C:12]1[CH:17]=[CH:16][C:15]([F:18])=[CH:14][CH:13]=1)(=[O:11])=[O:10])[C:4](=[CH2:8])[C:5]([OH:7])=O)[CH3:2].CCOC(OC(OCC)=O)=O.[N:30]1([C:35]2[CH:40]=[C:39]([CH2:41][NH2:42])[CH:38]=[C:37]([C:43]3[CH:48]=[CH:47][C:46]([C:49]([F:52])([F:51])[F:50])=[CH:45][CH:44]=3)[N:36]=2)[CH2:34][CH2:33][CH2:32][CH2:31]1. The catalyst is C1COCC1. The product is [CH2:1]([N:3]([S:9]([C:12]1[CH:17]=[CH:16][C:15]([F:18])=[CH:14][CH:13]=1)(=[O:11])=[O:10])[C:4](=[CH2:8])[C:5]([NH:42][CH2:41][C:39]1[CH:38]=[C:37]([C:43]2[CH:44]=[CH:45][C:46]([C:49]([F:52])([F:50])[F:51])=[CH:47][CH:48]=2)[N:36]=[C:35]([N:30]2[CH2:31][CH2:32][CH2:33][CH2:34]2)[CH:40]=1)=[O:7])[CH3:2]. The yield is 0.320. (3) The reactants are C(C1C=C(NC2N=C(NC3C=CC=C(C(O)=O)C=3)C(F)=CN=2)C=CC=1)(O)=O.[OH:28][C:29]1[CH:30]=[C:31]([NH:39][C:40]2[N:45]=[C:44]([NH:46][C:47]3[CH:52]=[CH:51][C:50]([C:53]([O:55]C)=[O:54])=[C:49]([OH:57])[CH:48]=3)[C:43]([F:58])=[CH:42][N:41]=2)[CH:32]=[CH:33][C:34]=1[C:35]([O:37]C)=[O:36].[OH-].[Na+]. No catalyst specified. The product is [OH:28][C:29]1[CH:30]=[C:31]([NH:39][C:40]2[N:45]=[C:44]([NH:46][C:47]3[CH:52]=[CH:51][C:50]([C:53]([OH:55])=[O:54])=[C:49]([OH:57])[CH:48]=3)[C:43]([F:58])=[CH:42][N:41]=2)[CH:32]=[CH:33][C:34]=1[C:35]([OH:37])=[O:36]. The yield is 0.770. (4) The reactants are [F:1][C:2]([F:15])([F:14])[C:3]([C:5]1[C:13]2[C:8](=[N:9][CH:10]=[CH:11][CH:12]=2)[NH:7][CH:6]=1)=[O:4].C([O-])([O-])=O.[Cs+].[Cs+].[Cl:22][CH2:23][CH2:24][CH2:25]I. The catalyst is CC#N. The product is [Cl:22][CH2:23][CH2:24][CH2:25][N:7]1[C:8]2=[N:9][CH:10]=[CH:11][CH:12]=[C:13]2[C:5]([C:3](=[O:4])[C:2]([F:1])([F:14])[F:15])=[CH:6]1. The yield is 0.700. (5) The catalyst is CN(C=O)C. The product is [Cl:26][C:6]1[C:5]2[C:10](=[CH:11][C:12]([O:13][CH2:14][CH2:15][CH2:16][N:17]([CH3:22])[S:18]([CH3:21])(=[O:20])=[O:19])=[C:3]([O:2][CH3:1])[CH:4]=2)[N:9]=[CH:8][N:7]=1. The yield is 0.800. The reactants are [CH3:1][O:2][C:3]1[CH:4]=[C:5]2[C:10](=[CH:11][C:12]=1[O:13][CH2:14][CH2:15][CH2:16][N:17]([CH3:22])[S:18]([CH3:21])(=[O:20])=[O:19])[N:9]=[CH:8][NH:7][C:6]2=O.S(Cl)([Cl:26])=O. (6) The reactants are Br[C:2]1[C:3](=[O:19])[C:4]([O:17][CH3:18])=[C:5]2[C:13](=[O:14])[N:12]([CH2:15][CH3:16])[CH2:11][CH:7]3[CH2:8][CH2:9][C:10]=1[N:6]23.CCN(C(C)C)C(C)C.[F:29][C:30]1[CH:35]=[C:34]([F:36])[CH:33]=[CH:32][C:31]=1[CH2:37][NH2:38].CS(C)=O.[CH3:43][OH:44]. The catalyst is C1C=CC([P]([Pd]([P](C2C=CC=CC=2)(C2C=CC=CC=2)C2C=CC=CC=2)([P](C2C=CC=CC=2)(C2C=CC=CC=2)C2C=CC=CC=2)[P](C2C=CC=CC=2)(C2C=CC=CC=2)C2C=CC=CC=2)(C2C=CC=CC=2)C2C=CC=CC=2)=CC=1. The product is [F:29][C:30]1[CH:35]=[C:34]([F:36])[CH:33]=[CH:32][C:31]=1[CH2:37][NH:38][C:43]([C:2]1[C:3](=[O:19])[C:4]([O:17][CH3:18])=[C:5]2[C:13](=[O:14])[N:12]([CH2:15][CH3:16])[CH2:11][CH:7]3[CH2:8][CH2:9][C:10]=1[N:6]23)=[O:44]. The yield is 0.245. (7) The reactants are [F:1][C:2]1[CH:11]=[C:10]([F:12])[CH:9]=[C:8]2[C:3]=1[CH:4]([O:13][C:14]1[C:22]3[N:21]=[C:20]([CH3:23])[N:19]([CH3:24])[C:18]=3[CH:17]=[C:16]([C:25]([OH:27])=O)[CH:15]=1)[CH2:5][CH2:6][O:7]2.Cl.[NH:29]1[CH2:32][CH2:31][CH2:30]1. No catalyst specified. The product is [N:29]1([C:25]([C:16]2[CH:15]=[C:14]([O:13][CH:4]3[C:3]4[C:8](=[CH:9][C:10]([F:12])=[CH:11][C:2]=4[F:1])[O:7][CH2:6][CH2:5]3)[C:22]3[N:21]=[C:20]([CH3:23])[N:19]([CH3:24])[C:18]=3[CH:17]=2)=[O:27])[CH2:32][CH2:31][CH2:30]1. The yield is 0.800. (8) The yield is 0.120. The catalyst is O.CC(O)=O. The reactants are Cl.Cl.[CH2:3]([O:5][C:6]1[C:15]([NH2:16])=[C:14]2[C:9]([C:10]([CH2:17][C:18]3[CH:23]=[C:22]([O:24][CH3:25])[C:21]([O:26][CH3:27])=[C:20]([O:28][CH3:29])[CH:19]=3)=[CH:11][N:12]=[CH:13]2)=[CH:8][CH:7]=1)[CH3:4].Cl.N([O-])=O.[Na+].[N-:35]=[N+:36]=[N-].[Na+]. The product is [N:16]([C:15]1[C:6]([O:5][CH2:3][CH3:4])=[CH:7][CH:8]=[C:9]2[C:14]=1[CH:13]=[N:12][CH:11]=[C:10]2[CH2:17][C:18]1[CH:19]=[C:20]([O:28][CH3:29])[C:21]([O:26][CH3:27])=[C:22]([O:24][CH3:25])[CH:23]=1)=[N+:35]=[N-:36]. (9) The reactants are S(O)(O)(=O)=O.[NH2:6][C:7]1[CH:12]=[CH:11][C:10]([CH:13]([CH2:18][CH3:19])[C:14](OC)=[O:15])=[CH:9][CH:8]=1.[Na+].[Cl-].[NH3:22]. No catalyst specified. The product is [NH2:6][C:7]1[CH:12]=[CH:11][C:10]([CH:13]([CH2:18][CH3:19])[C:14]([NH2:22])=[O:15])=[CH:9][CH:8]=1. The yield is 0.900.